Dataset: Catalyst prediction with 721,799 reactions and 888 catalyst types from USPTO. Task: Predict which catalyst facilitates the given reaction. Reactant: Cl.[CH3:2][CH:3]([CH2:8][N:9]1[CH2:13][CH2:12][CH2:11][CH2:10]1)[CH2:4][C:5]([OH:7])=[O:6].C1N=CN(C(N2C=NC=C2)=O)C=1.Cl.[F:27][C:28]1[C:32]([C:33]2[CH:34]=[C:35]3[C:40](=[CH:41][CH:42]=2)[N:39]=[CH:38][CH:37]=[CH:36]3)=[N:31][NH:30][C:29]=1[NH3+:43].CCN(CC)CC. Product: [CH:5]([OH:7])=[O:6].[F:27][C:28]1[C:32]([C:33]2[CH:34]=[C:35]3[C:40](=[CH:41][CH:42]=2)[N:39]=[CH:38][CH:37]=[CH:36]3)=[N:31][NH:30][C:29]=1[NH:43][C:5](=[O:7])[CH2:4][CH:3]([CH3:2])[CH2:8][N:9]1[CH2:13][CH2:12][CH2:11][CH2:10]1. The catalyst class is: 26.